From a dataset of Kir2.1 potassium channel HTS with 301,493 compounds. Binary Classification. Given a drug SMILES string, predict its activity (active/inactive) in a high-throughput screening assay against a specified biological target. (1) The molecule is s1c(C2C3C4N(C(CC4)C=C3C(=C(N)C2(C#N)C#N)C#N)C)ccc1. The result is 0 (inactive). (2) The compound is Fc1ccc(C(NC(=O)CCc2oc(nn2)c2noc(c2)C)C)cc1. The result is 0 (inactive).